Dataset: Reaction yield outcomes from USPTO patents with 853,638 reactions. Task: Predict the reaction yield, written as a fraction of the theoretical maximum amount of product (1.0 means a 100% yield; for example, 0.34 means a 34% yield). The reactants are [CH3:1][C:2]1[C:7]([CH2:8][OH:9])=[CH:6][CH:5]=[C:4]([C:10]([F:13])([F:12])[F:11])[N:3]=1.ClC1C=C(C=CC=1)C(OO)=[O:19]. The catalyst is C(#N)C.CCOC(C)=O. The product is [OH:9][CH2:8][C:7]1[C:2]([CH3:1])=[N+:3]([O-:19])[C:4]([C:10]([F:11])([F:13])[F:12])=[CH:5][CH:6]=1. The yield is 0.250.